This data is from Forward reaction prediction with 1.9M reactions from USPTO patents (1976-2016). The task is: Predict the product of the given reaction. Given the reactants C[O:2][C:3]([C:5]1[N:6]([CH3:35])[C:7]([S:10]([N:13]2[CH2:18][CH2:17][CH:16]([S:19][C:20]3[CH:25]=[C:24]([C:26]([CH3:29])([CH3:28])[CH3:27])[C:23]([OH:30])=[C:22]([C:31]([CH3:34])([CH3:33])[CH3:32])[CH:21]=3)[CH2:15][CH2:14]2)(=[O:12])=[O:11])=[CH:8][CH:9]=1)=O.[H-].[H-].[H-].[H-].[Li+].[Al+3], predict the reaction product. The product is: [C:26]([C:24]1[CH:25]=[C:20]([S:19][CH:16]2[CH2:17][CH2:18][N:13]([S:10]([C:7]3[N:6]([CH3:35])[C:5]([CH2:3][OH:2])=[CH:9][CH:8]=3)(=[O:12])=[O:11])[CH2:14][CH2:15]2)[CH:21]=[C:22]([C:31]([CH3:34])([CH3:33])[CH3:32])[C:23]=1[OH:30])([CH3:29])([CH3:28])[CH3:27].